Dataset: Full USPTO retrosynthesis dataset with 1.9M reactions from patents (1976-2016). Task: Predict the reactants needed to synthesize the given product. (1) The reactants are: I[C:2]1[CH:12]=[CH:11][C:5]([C:6]([O:8]CC)=[O:7])=[CH:4][CH:3]=1.[CH3:13][CH:14]1[O:18][C:17](=[O:19])[NH:16][CH2:15]1.C(=O)([O-])[O-].[K+].[K+].CNCCNC. Given the product [CH3:13][CH:14]1[O:18][C:17](=[O:19])[N:16]([C:2]2[CH:3]=[CH:4][C:5]([C:6]([OH:8])=[O:7])=[CH:11][CH:12]=2)[CH2:15]1, predict the reactants needed to synthesize it. (2) Given the product [CH2:9]([O:16][C:17]([NH:19][C@@H:20]([C:25]([NH2:34])=[O:27])[CH2:21][CH:22]([CH3:24])[CH3:23])=[O:18])[C:10]1[CH:15]=[CH:14][CH:13]=[CH:12][CH:11]=1, predict the reactants needed to synthesize it. The reactants are: ClC(OCC(C)C)=O.[CH2:9]([O:16][C:17]([NH:19][C@@H:20]([C:25]([OH:27])=O)[CH2:21][CH:22]([CH3:24])[CH3:23])=[O:18])[C:10]1[CH:15]=[CH:14][CH:13]=[CH:12][CH:11]=1.C1([NH:34]C2CCCCC2)CCCCC1.CN1CCOCC1.N.C(=O)([O-])O.[Na+]. (3) Given the product [NH2:1][C:2]1[C:3]([C:45]2[CH:44]=[CH:43][C:42]([N:39]3[CH2:38][CH2:37][N:36]([C:34]([O:33][C:29]([CH3:32])([CH3:31])[CH3:30])=[O:35])[CH2:41][CH2:40]3)=[CH:47][CH:46]=2)=[C:4]([NH:8][C@H:9]([C:11]2[N:16]([C:17]3[CH:22]=[CH:21][CH:20]=[CH:19][CH:18]=3)[C:15](=[O:23])[C:14]3=[C:24]([CH3:27])[CH:25]=[CH:26][N:13]3[N:12]=2)[CH3:10])[N:5]=[CH:6][N:7]=1, predict the reactants needed to synthesize it. The reactants are: [NH2:1][C:2]1[N:7]=[CH:6][N:5]=[C:4]([NH:8][C@H:9]([C:11]2[N:16]([C:17]3[CH:22]=[CH:21][CH:20]=[CH:19][CH:18]=3)[C:15](=[O:23])[C:14]3=[C:24]([CH3:27])[CH:25]=[CH:26][N:13]3[N:12]=2)[CH3:10])[C:3]=1Br.[C:29]([O:33][C:34]([N:36]1[CH2:41][CH2:40][N:39]([C:42]2[CH:47]=[CH:46][C:45](B(O)O)=[CH:44][CH:43]=2)[CH2:38][CH2:37]1)=[O:35])([CH3:32])([CH3:31])[CH3:30].C(=O)([O-])[O-].[Cs+].[Cs+]. (4) Given the product [Cl:1][C:2]1[CH:3]=[CH:4][C:5]([C:8]2[S:16][C:15]3[C:14](=[O:17])[N:13]([C:18]4[CH:23]=[CH:22][C:21]([O:24][CH2:37][CH2:38][N:39]([CH3:48])[C:40]5[CH:45]=[CH:44][C:43]([C:46]#[N:47])=[CH:42][CH:41]=5)=[C:20]([O:25][CH3:26])[CH:19]=4)[CH:12]=[N:11][C:10]=3[CH:9]=2)=[CH:6][CH:7]=1, predict the reactants needed to synthesize it. The reactants are: [Cl:1][C:2]1[CH:7]=[CH:6][C:5]([C:8]2[S:16][C:15]3[C:14](=[O:17])[N:13]([C:18]4[CH:23]=[CH:22][C:21]([OH:24])=[C:20]([O:25][CH3:26])[CH:19]=4)[CH:12]=[N:11][C:10]=3[CH:9]=2)=[CH:4][CH:3]=1.C1(C)C=CC(S(O[CH2:37][CH2:38][N:39]([CH3:48])[C:40]2[CH:45]=[CH:44][C:43]([C:46]#[N:47])=[CH:42][CH:41]=2)(=O)=O)=CC=1.C(=O)([O-])[O-].[Cs+].[Cs+].O.C(O)C. (5) Given the product [Cl:1][C:2]1[CH:21]=[CH:20][C:5]([C:6]([NH:8][C:9]2[CH:14]=[CH:13][CH:12]=[C:11]([CH:15]=[O:16])[CH:10]=2)=[O:7])=[CH:4][CH:3]=1, predict the reactants needed to synthesize it. The reactants are: [Cl:1][C:2]1[CH:21]=[CH:20][C:5]([C:6]([NH:8][C:9]2[CH:14]=[CH:13][CH:12]=[C:11]([CH:15]3OCC[O:16]3)[CH:10]=2)=[O:7])=[CH:4][CH:3]=1.Cl.